Task: Predict the reactants needed to synthesize the given product.. Dataset: Full USPTO retrosynthesis dataset with 1.9M reactions from patents (1976-2016) Given the product [Br:1][C:2]1[C:3]([CH3:33])=[C:4]([C:23]2[CH:28]=[CH:27][CH:26]=[C:25]([C:29]([F:32])([F:31])[F:30])[CH:24]=2)[C:5]2[N:6]([N:21]=[C:9]([CH2:10][C:11]3[CH:16]=[CH:15][C:14]([S:17]([CH3:20])(=[O:19])=[O:18])=[CH:13][CH:12]=3)[N:8]=2)[CH:7]=1, predict the reactants needed to synthesize it. The reactants are: [Br:1][C:2]1[C:3]([CH3:33])=[C:4]([C:23]2[CH:28]=[CH:27][CH:26]=[C:25]([C:29]([F:32])([F:31])[F:30])[CH:24]=2)[C:5]([NH:8][C:9](=[N:21]O)[CH2:10][C:11]2[CH:16]=[CH:15][C:14]([S:17]([CH3:20])(=[O:19])=[O:18])=[CH:13][CH:12]=2)=[N:6][CH:7]=1.N1C=CC=CC=1.C1(C)C=CC(S(Cl)(=O)=O)=CC=1.C(=O)([O-])O.[Na+].